Dataset: CYP1A2 inhibition data for predicting drug metabolism from PubChem BioAssay. Task: Regression/Classification. Given a drug SMILES string, predict its absorption, distribution, metabolism, or excretion properties. Task type varies by dataset: regression for continuous measurements (e.g., permeability, clearance, half-life) or binary classification for categorical outcomes (e.g., BBB penetration, CYP inhibition). Dataset: cyp1a2_veith. (1) The drug is Cc1cccc(N2CCN(C(=O)CSCc3c(C)noc3C)CC2)c1C. The result is 1 (inhibitor). (2) The compound is COc1cccc(-c2csc(N3CCN(C(=S)Nc4ccccc4)CC3)n2)c1. The result is 1 (inhibitor).